From a dataset of Experimentally validated miRNA-target interactions with 360,000+ pairs, plus equal number of negative samples. Binary Classification. Given a miRNA mature sequence and a target amino acid sequence, predict their likelihood of interaction. The protein sequence of the target gene is MAAGRLFLSRLRAPFSSMAKSPLEGVSSSRGLHAGRGPRRLSIEGNIAVGKSTFVKLLTKTYPEWHVATEPVATWQNIQAAGTQKACTAQSLGNLLDMMYREPARWSYTFQTFSFLSRLKVQLEPFPEKLLQARKPVQIFERSVYSDRYIFAKNLFENGSLSDIEWHIYQDWHSFLLWEFASRITLHGFIYLQASPQVCLKRLYQRAREEEKGIELAYLEQLHGQHEAWLIHKTTKLHFEALMNIPVLVLDVNDDFSEEVTKQEDLMREVNTFVKNL. The miRNA is mmu-miR-466l-3p with sequence UAUAAAUACAUGCACACAUAUU. Result: 0 (no interaction).